From a dataset of Peptide-MHC class I binding affinity with 185,985 pairs from IEDB/IMGT. Regression. Given a peptide amino acid sequence and an MHC pseudo amino acid sequence, predict their binding affinity value. This is MHC class I binding data. (1) The peptide sequence is MLWMADVPL. The MHC is HLA-A02:01 with pseudo-sequence HLA-A02:01. The binding affinity (normalized) is 0.993. (2) The peptide sequence is AMITDLEERL. The MHC is HLA-A02:02 with pseudo-sequence HLA-A02:02. The binding affinity (normalized) is 0.783. (3) The peptide sequence is LMRGVKWLK. The MHC is HLA-A80:01 with pseudo-sequence HLA-A80:01. The binding affinity (normalized) is 0.111. (4) The peptide sequence is YLPEVISTI. The MHC is HLA-A31:01 with pseudo-sequence HLA-A31:01. The binding affinity (normalized) is 0.00163. (5) The MHC is HLA-A02:01 with pseudo-sequence HLA-A02:01. The binding affinity (normalized) is 0.0847. The peptide sequence is LYVAGVPEL.